Dataset: NCI-60 drug combinations with 297,098 pairs across 59 cell lines. Task: Regression. Given two drug SMILES strings and cell line genomic features, predict the synergy score measuring deviation from expected non-interaction effect. (1) Drug 1: C1=C(C(=O)NC(=O)N1)N(CCCl)CCCl. Drug 2: CS(=O)(=O)OCCCCOS(=O)(=O)C. Cell line: SK-MEL-2. Synergy scores: CSS=2.98, Synergy_ZIP=-1.06, Synergy_Bliss=2.45, Synergy_Loewe=-4.87, Synergy_HSA=-1.81. (2) Drug 1: COC1=NC(=NC2=C1N=CN2C3C(C(C(O3)CO)O)O)N. Drug 2: CC1=C(C(=CC=C1)Cl)NC(=O)C2=CN=C(S2)NC3=CC(=NC(=N3)C)N4CCN(CC4)CCO. Cell line: SF-539. Synergy scores: CSS=4.10, Synergy_ZIP=-0.375, Synergy_Bliss=-0.0636, Synergy_Loewe=-2.23, Synergy_HSA=-1.65. (3) Drug 1: CC(CN1CC(=O)NC(=O)C1)N2CC(=O)NC(=O)C2. Drug 2: C1=CC(=CC=C1C#N)C(C2=CC=C(C=C2)C#N)N3C=NC=N3. Cell line: OVCAR-5. Synergy scores: CSS=11.0, Synergy_ZIP=-4.53, Synergy_Bliss=-5.54, Synergy_Loewe=-5.88, Synergy_HSA=-5.79. (4) Drug 1: CN1CCC(CC1)COC2=C(C=C3C(=C2)N=CN=C3NC4=C(C=C(C=C4)Br)F)OC. Drug 2: C#CCC(CC1=CN=C2C(=N1)C(=NC(=N2)N)N)C3=CC=C(C=C3)C(=O)NC(CCC(=O)O)C(=O)O. Cell line: IGROV1. Synergy scores: CSS=54.4, Synergy_ZIP=-3.18, Synergy_Bliss=-1.62, Synergy_Loewe=-1.59, Synergy_HSA=-1.57. (5) Drug 1: CC(C)NC(=O)C1=CC=C(C=C1)CNNC.Cl. Drug 2: CC1C(C(CC(O1)OC2CC(CC3=C2C(=C4C(=C3O)C(=O)C5=CC=CC=C5C4=O)O)(C(=O)C)O)N)O. Cell line: A549. Synergy scores: CSS=56.1, Synergy_ZIP=0.649, Synergy_Bliss=0.943, Synergy_Loewe=-36.3, Synergy_HSA=2.31. (6) Drug 1: C1=CC(=C2C(=C1NCCNCCO)C(=O)C3=C(C=CC(=C3C2=O)O)O)NCCNCCO. Drug 2: CC1=C(C(=O)C2=C(C1=O)N3CC4C(C3(C2COC(=O)N)OC)N4)N. Cell line: HCC-2998. Synergy scores: CSS=33.7, Synergy_ZIP=-5.52, Synergy_Bliss=-5.19, Synergy_Loewe=0.994, Synergy_HSA=2.78. (7) Drug 1: CC(C)NC(=O)C1=CC=C(C=C1)CNNC.Cl. Drug 2: CC12CCC3C(C1CCC2OP(=O)(O)O)CCC4=C3C=CC(=C4)OC(=O)N(CCCl)CCCl.[Na+]. Cell line: CCRF-CEM. Synergy scores: CSS=37.2, Synergy_ZIP=-2.16, Synergy_Bliss=-2.02, Synergy_Loewe=-12.6, Synergy_HSA=-3.21.